The task is: Predict the reaction yield, written as a fraction of the theoretical maximum amount of product (1.0 means a 100% yield; for example, 0.34 means a 34% yield).. This data is from Reaction yield outcomes from USPTO patents with 853,638 reactions. (1) The reactants are [N+:1]([C:4]1[CH:12]=[CH:11][C:7]([C:8](Cl)=[O:9])=[CH:6][CH:5]=1)([O-:3])=[O:2].[Cl-].[Al+3].[Cl-].[Cl-].[F:17][C:18]1[CH:23]=[CH:22][CH:21]=[CH:20][CH:19]=1. The catalyst is [N+](CC)([O-])=O. The product is [F:17][C:18]1[CH:23]=[CH:22][C:21]([C:8]([C:7]2[CH:11]=[CH:12][C:4]([N+:1]([O-:3])=[O:2])=[CH:5][CH:6]=2)=[O:9])=[CH:20][CH:19]=1. The yield is 0.650. (2) The reactants are [C:1]([N:4]1[CH2:10][C:9]2[CH:11]=[CH:12][C:13]([C:15](OC)=[O:16])=[CH:14][C:8]=2[O:7][CH2:6][C@H:5]1[CH:19]([CH3:21])[CH3:20])(=[O:3])[CH3:2].[OH-:22].[Na+].[NH2:24]O. The catalyst is C1COCC1.CO. The product is [C:1]([N:4]1[CH2:10][C:9]2[CH:11]=[CH:12][C:13]([C:15]([NH:24][OH:22])=[O:16])=[CH:14][C:8]=2[O:7][CH2:6][C@H:5]1[CH:19]([CH3:21])[CH3:20])(=[O:3])[CH3:2]. The yield is 0.670. (3) The reactants are [Br:1][C:2]1[CH:3]=[N:4][NH:5][CH:6]=1.[CH3:7][O:8][C:9]1[CH:32]=[CH:31][C:12]([C:13](Cl)([C:22]2[CH:27]=[CH:26][C:25]([O:28][CH3:29])=[CH:24][CH:23]=2)[C:14]2[CH:19]=[CH:18][C:17]([O:20][CH3:21])=[CH:16][CH:15]=2)=[CH:11][CH:10]=1.C(N(CC)CC)C. The catalyst is CN(C=O)C. The product is [Br:1][C:2]1[CH:3]=[N:4][N:5]([C:13]([C:12]2[CH:11]=[CH:10][C:9]([O:8][CH3:7])=[CH:32][CH:31]=2)([C:22]2[CH:27]=[CH:26][C:25]([O:28][CH3:29])=[CH:24][CH:23]=2)[C:14]2[CH:19]=[CH:18][C:17]([O:20][CH3:21])=[CH:16][CH:15]=2)[CH:6]=1. The yield is 0.520. (4) The reactants are [N:1]1([C:7]([C:9]2[S:10][CH:11]=[CH:12][CH:13]=2)=[O:8])[CH2:6][CH2:5][NH:4][CH2:3][CH2:2]1.Cl[C:15]1[C:24]2[C:19](=[CH:20][CH:21]=[C:22]([CH3:25])[CH:23]=2)[NH:18][C:17](=[O:26])[C:16]=1[C:27]#[N:28]. The catalyst is C1(C)C=CC=CC=1. The product is [CH3:25][C:22]1[CH:23]=[C:24]2[C:19](=[CH:20][CH:21]=1)[NH:18][C:17](=[O:26])[C:16]([C:27]#[N:28])=[C:15]2[N:4]1[CH2:5][CH2:6][N:1]([C:7]([C:9]2[S:10][CH:11]=[CH:12][CH:13]=2)=[O:8])[CH2:2][CH2:3]1. The yield is 0.920. (5) The reactants are [C:1]([O:5][C:6]([NH:8][C@@H:9]([CH3:24])[CH2:10][N:11]1[C:19]2[C:14](=[CH:15][CH:16]=[C:17]3[CH:23]=[CH:22][CH:21]=[CH:20][C:18]3=2)[CH:13]=[CH:12]1)=[O:7])([CH3:4])([CH3:3])[CH3:2].C([BH3-])#N.[Na+]. The catalyst is C(O)(=O)C. The product is [C:1]([O:5][C:6]([NH:8][C@@H:9]([CH3:24])[CH2:10][N:11]1[C:19]2[C:14](=[CH:15][CH:16]=[C:17]3[CH:23]=[CH:22][CH:21]=[CH:20][C:18]3=2)[CH2:13][CH2:12]1)=[O:7])([CH3:4])([CH3:2])[CH3:3]. The yield is 0.490. (6) The reactants are [N:1]1([C:7]2[CH:14]=[CH:13][C:10]([C:11]#[N:12])=[CH:9][CH:8]=2)[CH2:6][CH2:5][NH:4][CH2:3][CH2:2]1.C(S([O-])(=O)=O)(F)(F)F.C(S([O-])(=O)=O)(F)(F)F.C(S([O-])(=O)=O)(F)(F)F.[Yb+3].[C:40]([O:44][CH2:45][CH3:46])(=[O:43])[CH:41]=[CH2:42]. The catalyst is C(#N)C. The product is [C:11]([C:10]1[CH:9]=[CH:8][C:7]([N:1]2[CH2:6][CH2:5][N:4]([CH2:42][CH2:41][C:40]([O:44][CH2:45][CH3:46])=[O:43])[CH2:3][CH2:2]2)=[CH:14][CH:13]=1)#[N:12]. The yield is 0.860. (7) The reactants are [NH2:1][C@@H:2]([C:24]1[CH:29]=[CH:28][C:27]([F:30])=[CH:26][CH:25]=1)[C:3]([NH:5][C@@H:6]1[C:12](=[O:13])[NH:11][C:10]2[CH:14]=[CH:15][CH:16]=[CH:17][C:9]=2[O:8][C@@H:7]1[C:18]1[CH:23]=[CH:22][CH:21]=[CH:20][CH:19]=1)=[O:4].[CH:31]1([CH2:37][C:38](O)=[O:39])[CH2:36][CH2:35][CH2:34][CH2:33][CH2:32]1.C1C=CC2N(O)N=NC=2C=1.CN1CCOCC1.CCN=C=NCCCN(C)C.Cl. The catalyst is ClCCl. The product is [CH:31]1([CH2:37][C:38]([NH:1][C@@H:2]([C:24]2[CH:25]=[CH:26][C:27]([F:30])=[CH:28][CH:29]=2)[C:3]([NH:5][C@@H:6]2[C:12](=[O:13])[NH:11][C:10]3[CH:14]=[CH:15][CH:16]=[CH:17][C:9]=3[O:8][C@@H:7]2[C:18]2[CH:23]=[CH:22][CH:21]=[CH:20][CH:19]=2)=[O:4])=[O:39])[CH2:36][CH2:35][CH2:34][CH2:33][CH2:32]1. The yield is 0.840. (8) The reactants are BrC1C=CC(O)=C([C:8]2[CH:17]=[CH:16][C:15]3[C:10](=[CH:11][CH:12]=[C:13]([C:18]4[N:22]([CH:23]5[CH2:28][CH2:27][CH2:26][CH2:25][CH2:24]5)[C:21]5[CH:29]=[CH:30][C:31]([C:33]([OH:35])=[O:34])=[CH:32][C:20]=5[N:19]=4)[CH:14]=3)[N:9]=2)C=1.C(OC(C1C=CC2N(C3CCCCC3)C(C3C=CC(N)=C(C=O)C=3)=NC=2C=1)=O)C.[C:66]1([N:72]2[CH:76]=[C:75](C(=O)C)[CH:74]=[N:73]2)[CH:71]=[CH:70][CH:69]=[CH:68][CH:67]=1.[OH-].[K+]. The catalyst is C(O)C. The product is [CH:23]1([N:22]2[C:21]3[CH:20]=[CH:32][C:31]([C:33]([OH:35])=[O:34])=[CH:30][C:29]=3[N:19]=[C:18]2[C:13]2[CH:14]=[C:15]3[C:10](=[CH:11][CH:12]=2)[N:9]=[C:8]([C:75]2[CH:74]=[N:73][N:72]([C:66]4[CH:67]=[CH:68][CH:69]=[CH:70][CH:71]=4)[CH:76]=2)[CH:17]=[CH:16]3)[CH2:24][CH2:25][CH2:26][CH2:27][CH2:28]1. The yield is 0.510. (9) The reactants are [CH3:1][C:2]([CH3:39])([CH3:38])[CH2:3][CH2:4][C@@:5]1([CH3:37])[C:14]2[C:9](=[CH:10][CH:11]=[CH:12][CH:13]=2)[C:8]([OH:15])=[C:7]([C:16]2[NH:21][C:20]3[CH:22]=[CH:23][C:24]([NH:26]C(=O)OC(C)(C)C)=[CH:25][C:19]=3[S:18](=[O:35])(=[O:34])[N:17]=2)[C:6]1=[O:36].[ClH:40]. The catalyst is O1CCOCC1. The product is [ClH:40].[NH2:26][C:24]1[CH:23]=[CH:22][C:20]2[NH:21][C:16]([C:7]3[C:6](=[O:36])[C@:5]([CH2:4][CH2:3][C:2]([CH3:1])([CH3:38])[CH3:39])([CH3:37])[C:14]4[C:9]([C:8]=3[OH:15])=[CH:10][CH:11]=[CH:12][CH:13]=4)=[N:17][S:18](=[O:35])(=[O:34])[C:19]=2[CH:25]=1. The yield is 0.930.